Dataset: Reaction yield outcomes from USPTO patents with 853,638 reactions. Task: Predict the reaction yield, written as a fraction of the theoretical maximum amount of product (1.0 means a 100% yield; for example, 0.34 means a 34% yield). (1) The reactants are FC(F)(F)C(O)=O.[Br:8][C:9]1[C:10]([F:38])=[C:11]([CH:15]2[CH:19]([C:20](O)=[O:21])[NH:18][CH:17]([CH2:23][C:24]([CH3:27])([CH3:26])[CH3:25])[C:16]32[C:35]2[C:30](=[CH:31][C:32]([Cl:36])=[CH:33][CH:34]=2)[NH:29][C:28]3=[O:37])[CH:12]=[CH:13][CH:14]=1.C(N(C(C)C)CC)(C)C.C1(P(Cl)(C2C=CC=CC=2)=O)C=CC=CC=1.[NH2:63][C:64]1[CH:71]=[CH:70][C:67]([C:68]#[N:69])=[CH:66][CH:65]=1. No catalyst specified. The product is [C:68]([C:67]1[CH:70]=[CH:71][C:64]([NH:63][C:20]([CH:19]2[NH:18][CH:17]([CH2:23][C:24]([CH3:25])([CH3:27])[CH3:26])[C:16]3([C:35]4[C:30](=[CH:31][C:32]([Cl:36])=[CH:33][CH:34]=4)[NH:29][C:28]3=[O:37])[CH:15]2[C:11]2[CH:12]=[CH:13][CH:14]=[C:9]([Br:8])[C:10]=2[F:38])=[O:21])=[CH:65][CH:66]=1)#[N:69]. The yield is 0.450. (2) The reactants are [CH3:1][O:2][C:3]1[S:7][C:6]2=[N:8][C:9]([C:11]3[O:12][C:13]4[C:14](=[C:16]([OH:20])[CH:17]=[CH:18][CH:19]=4)[CH:15]=3)=[CH:10][N:5]2[N:4]=1.C1(P(C2C=CC=CC=2)C2C=CC=CC=2)C=CC=CC=1.[C:40]1([C:46]2[S:47][CH:48]=[C:49]([CH2:51]O)[N:50]=2)[CH:45]=[CH:44][CH:43]=[CH:42][CH:41]=1.N(C(OC(C)C)=O)=NC(OC(C)C)=O. The catalyst is O1CCCC1. The product is [CH3:1][O:2][C:3]1[S:7][C:6]2=[N:8][C:9]([C:11]3[O:12][C:13]4[CH:19]=[CH:18][CH:17]=[C:16]([O:20][CH2:51][C:49]5[N:50]=[C:46]([C:40]6[CH:41]=[CH:42][CH:43]=[CH:44][CH:45]=6)[S:47][CH:48]=5)[C:14]=4[CH:15]=3)=[CH:10][N:5]2[N:4]=1. The yield is 0.240. (3) The reactants are [NH2:1][C:2]1[CH:3]=[C:4]([CH:8]=[CH:9][C:10]=1[NH2:11])[C:5]([OH:7])=O.[NH2:12][CH2:13][CH2:14][N:15]1[CH2:20][CH2:19][O:18][CH2:17][CH2:16]1.C(N(CC)CC)C.C(Cl)CCl. The catalyst is CN(C1C=CN=CC=1)C.CN(C=O)C. The product is [NH2:1][C:2]1[CH:3]=[C:4]([CH:8]=[CH:9][C:10]=1[NH2:11])[C:5]([NH:12][CH2:13][CH2:14][N:15]1[CH2:20][CH2:19][O:18][CH2:17][CH2:16]1)=[O:7]. The yield is 0.310. (4) The reactants are C(OC(=O)[NH:7][C:8]1[CH:13]=[C:12](OC)[CH:11]=[CH:10][C:9]=1[CH2:16][C:17](=O)[CH2:18][CH3:19])(C)(C)C.[C:22](O)(C(F)(F)F)=[O:23]. The catalyst is C1COCC1. The product is [CH2:18]([C:17]1[NH:7][C:8]2[C:9]([CH:16]=1)=[C:10]([O:23][CH3:22])[CH:11]=[CH:12][CH:13]=2)[CH3:19]. The yield is 0.730. (5) The reactants are [H-].[Al+3].[Li+].[H-].[H-].[H-].C(NC1C=CC=CN=1)C.[F:16][C:17]1[CH:26]=[C:25]([F:27])[CH:24]=[C:23]2[C:18]=1[CH2:19][CH2:20][C:21](=[O:28])[CH2:22]2. The catalyst is CCOCC. The product is [OH:28][C@@H:21]1[CH2:20][CH2:19][C:18]2[C:23](=[CH:24][C:25]([F:27])=[CH:26][C:17]=2[F:16])[CH2:22]1. The yield is 0.470. (6) The reactants are [C:1]1([NH:7]/[N:8]=[CH:9]/[C:10]([O:12][CH2:13][CH3:14])=[O:11])[CH:6]=[CH:5][CH:4]=[CH:3][CH:2]=1.[N+]([C:18]([CH3:45])=[CH:19][C:20]1[CH:32]=[CH:31][C:23]([C:24]([O:26][C:27]([CH3:30])([CH3:29])[CH3:28])=[O:25])=[CH:22][C:21]=1[C:33]([N:35]1[CH2:44][CH2:43][C:42]2[C:37](=[CH:38][CH:39]=[CH:40][CH:41]=2)[CH2:36]1)=[O:34])([O-])=O. No catalyst specified. The product is [C:27]([O:26][C:24]([C:23]1[CH:31]=[CH:32][C:20]([C:19]2[C:9]([C:10]([O:12][CH2:13][CH3:14])=[O:11])=[N:8][N:7]([C:1]3[CH:2]=[CH:3][CH:4]=[CH:5][CH:6]=3)[C:18]=2[CH3:45])=[C:21]([C:33]([N:35]2[CH2:44][CH2:43][C:42]3[C:37](=[CH:38][CH:39]=[CH:40][CH:41]=3)[CH2:36]2)=[O:34])[CH:22]=1)=[O:25])([CH3:28])([CH3:29])[CH3:30]. The yield is 0.650. (7) The reactants are [C:1]([C:3]1[CH:12]=[CH:11][C:6]2[N:7]=[C:8]([SH:10])[S:9][C:5]=2[CH:4]=1)#[CH:2].[C:13]([O-])([O-])=O.[K+].[K+].CI. The catalyst is CN(C=O)C. The product is [C:1]([C:3]1[CH:12]=[CH:11][C:6]2[N:7]=[C:8]([S:10][CH3:13])[S:9][C:5]=2[CH:4]=1)#[CH:2]. The yield is 0.350. (8) The reactants are [OH:1][CH2:2][C@@H:3]([NH:10][C:11]([C:13]1[NH:14][CH:15]=[C:16]([C:18](=O)[C:19]([CH2:24]OC)=[CH:20]N(C)C)[CH:17]=1)=[O:12])[C:4]1[CH:9]=[CH:8][CH:7]=[CH:6][CH:5]=1.[NH2:28][C:29]([NH2:31])=[S:30].C(=O)([O-])[O-].[K+].[K+]. The catalyst is C(O)C. The product is [OH:1][CH2:2][C@@H:3]([NH:10][C:11]([C:13]1[NH:14][CH:15]=[C:16]([C:18]2[C:19]([CH3:24])=[CH:20][N:31]=[C:29]([SH:30])[N:28]=2)[CH:17]=1)=[O:12])[C:4]1[CH:5]=[CH:6][CH:7]=[CH:8][CH:9]=1. The yield is 0.480. (9) The reactants are O.ON1C2C=CC=CC=2N=N1.C(N(CC)CC)C.Cl.[C:20]([CH2:22][C:23]1[C:32]([O:33][CH3:34])=[C:31]2[O:35][C:36]([CH3:39])([CH3:38])[CH2:37][C:30]2=[C:29]2[C:24]=1[CH2:25][C:26]([CH3:50])([CH3:49])[N:27]=[C:28]2[C:40]1[CH:41]=[C:42]([CH:46]=[CH:47][CH:48]=1)[C:43]([OH:45])=O)#[N:21].Cl.[NH2:52][C:53]([CH3:60])([CH3:59])[C:54]([O:56][CH2:57][CH3:58])=[O:55]. The catalyst is CN(C)C=O. The product is [CH2:57]([O:56][C:54](=[O:55])[C:53]([CH3:60])([CH3:59])[NH:52][C:43](=[O:45])[C:42]1[CH:46]=[CH:47][CH:48]=[C:40]([C:28]2[C:29]3[C:24](=[C:23]([CH2:22][C:20]#[N:21])[C:32]([O:33][CH3:34])=[C:31]4[O:35][C:36]([CH3:39])([CH3:38])[CH2:37][C:30]4=3)[CH2:25][C:26]([CH3:50])([CH3:49])[N:27]=2)[CH:41]=1)[CH3:58]. The yield is 0.570. (10) The reactants are S(C1C=CC(C)=CC=1)([O-])(=O)=O.[NH2:12][C@@H:13]([CH3:22])[C:14]([O:16][CH:17]1[CH2:21][CH2:20][CH2:19][CH2:18]1)=[O:15].[P:23](Cl)(Cl)(=[O:35])[O:24][C:25]1[C:34]2[C:29](=[CH:30][CH:31]=[CH:32][CH:33]=2)[CH:28]=[CH:27][CH:26]=1.C(Cl)[Cl:39]. No catalyst specified. The product is [Cl:39][C:26]1[CH:27]=[CH:28][C:29]2[C:34](=[CH:33][CH:32]=[CH:31][CH:30]=2)[C:25]=1[O:24][P:23](=[N:12][C@@H:13]([CH3:22])[C:14]([O:16][CH:17]1[CH2:21][CH2:20][CH2:19][CH2:18]1)=[O:15])=[O:35]. The yield is 0.650.